From a dataset of Catalyst prediction with 721,799 reactions and 888 catalyst types from USPTO. Predict which catalyst facilitates the given reaction. (1) Reactant: [CH2:1]([O:4][CH2:5][CH2:6][O:7][CH2:8][CH2:9][O:10][C:11]1[CH:16]=[CH:15][C:14]([NH:17]C(=O)OC(C)(C)C)=[CH:13][CH:12]=1)[C:2]#[CH:3].Cl.O1CCOCC1. Product: [CH2:1]([O:4][CH2:5][CH2:6][O:7][CH2:8][CH2:9][O:10][C:11]1[CH:16]=[CH:15][C:14]([NH2:17])=[CH:13][CH:12]=1)[C:2]#[CH:3]. The catalyst class is: 2. (2) Reactant: [CH3:1][O:2][C:3]1[C:4]([CH2:13]O)=[CH:5][C:6]2[C:11]([CH:12]=1)=[CH:10][CH:9]=[CH:8][CH:7]=2.Cl.[CH:16]([CH:29]1[C:34](=[O:35])[CH2:33][CH2:32][NH:31][CH2:30]1)([C:23]1[CH:28]=[CH:27][CH:26]=[CH:25][CH:24]=1)[C:17]1[CH:22]=[CH:21][CH:20]=[CH:19][CH:18]=1.C(N(C(C)C)CC)(C)C.C(=O)(O)[O-].[Na+]. Product: [CH:16]([CH:29]1[C:34](=[O:35])[CH2:33][CH2:32][N:31]([CH2:13][C:4]2[C:3]([O:2][CH3:1])=[CH:12][C:11]3[C:6](=[CH:7][CH:8]=[CH:9][CH:10]=3)[CH:5]=2)[CH2:30]1)([C:23]1[CH:28]=[CH:27][CH:26]=[CH:25][CH:24]=1)[C:17]1[CH:18]=[CH:19][CH:20]=[CH:21][CH:22]=1. The catalyst class is: 4. (3) Reactant: [C:1]12([C:11]3[CH:12]=[C:13]([C:19]4[CH:20]=[C:21]5[C:26](=[CH:27][CH:28]=4)[CH:25]=[C:24]([OH:29])[CH:23]=[CH:22]5)[CH:14]=[CH:15][C:16]=3[O:17][CH3:18])[CH2:10][CH:5]3[CH2:6][CH:7]([CH2:9][CH:3]([CH2:4]3)[CH2:2]1)[CH2:8]2.CCN(CC)CC.[S:37](O[S:37]([C:40]([F:43])([F:42])[F:41])(=[O:39])=[O:38])([C:40]([F:43])([F:42])[F:41])(=[O:39])=[O:38].O. Product: [F:41][C:40]([F:43])([F:42])[S:37]([O:29][C:24]1[CH:23]=[CH:22][C:21]2[C:26](=[CH:27][CH:28]=[C:19]([C:13]3[CH:14]=[CH:15][C:16]([O:17][CH3:18])=[C:11]([C:1]45[CH2:8][CH:7]6[CH2:6][CH:5]([CH2:4][CH:3]([CH2:9]6)[CH2:2]4)[CH2:10]5)[CH:12]=3)[CH:20]=2)[CH:25]=1)(=[O:39])=[O:38]. The catalyst class is: 497. (4) Reactant: [CH2:1]([O:8][N:9]1[C:15](=[O:16])[N:14]2[CH2:17][C@H:10]1[CH2:11][CH2:12][C@H:13]2[C:18]([OH:20])=[O:19])[C:2]1[CH:7]=[CH:6][CH:5]=[CH:4][CH:3]=1.[CH2:21](O)[C:22]1[CH:27]=[CH:26][CH:25]=[CH:24][CH:23]=1.Cl.C(N=C=NCCCN(C)C)C. Product: [CH2:1]([O:8][N:9]1[C:15](=[O:16])[N:14]2[CH2:17][C@H:10]1[CH2:11][CH2:12][C@H:13]2[C:18]([O:20][CH2:21][C:22]1[CH:27]=[CH:26][CH:25]=[CH:24][CH:23]=1)=[O:19])[C:2]1[CH:7]=[CH:6][CH:5]=[CH:4][CH:3]=1. The catalyst class is: 4. (5) Reactant: [F:1][C:2]1([F:13])[CH2:7][CH2:6][CH:5]([C:8]([O:10][CH2:11][CH3:12])=[O:9])[CH2:4][CH2:3]1.C([N-]C(C)C)(C)C.[Li+].C1C=CC(S(N(S(C2C=CC=CC=2)(=O)=O)[F:32])(=O)=O)=CC=1. Product: [F:32][C:5]1([C:8]([O:10][CH2:11][CH3:12])=[O:9])[CH2:4][CH2:3][C:2]([F:13])([F:1])[CH2:7][CH2:6]1. The catalyst class is: 7. (6) Reactant: C([O:8][C:9]1[CH:10]=[C:11]([CH:16]=[CH:17][C:18]([O:20][CH2:21][CH3:22])=[O:19])[CH:12]=[CH:13][C:14]=1[CH3:15])C1C=CC=CC=1. Product: [OH:8][C:9]1[CH:10]=[C:11]([CH2:16][CH2:17][C:18]([O:20][CH2:21][CH3:22])=[O:19])[CH:12]=[CH:13][C:14]=1[CH3:15]. The catalyst class is: 29.